From a dataset of Forward reaction prediction with 1.9M reactions from USPTO patents (1976-2016). Predict the product of the given reaction. (1) Given the reactants [CH2:1]([C:5]1[C:9](/[CH:10]=[CH:11]/[C:12]2[S:13][C:14]([C:18]([OH:20])=O)=[C:15]([CH3:17])[N:16]=2)=[C:8]([CH3:21])[O:7][N:6]=1)[CH2:2][CH2:3][CH3:4].[NH2:22][C@@H:23]([CH2:26][CH3:27])[CH2:24][OH:25], predict the reaction product. The product is: [OH:25][CH2:24][C@@H:23]([NH:22][C:18]([C:14]1[S:13][C:12](/[CH:11]=[CH:10]/[C:9]2[C:5]([CH2:1][CH2:2][CH2:3][CH3:4])=[N:6][O:7][C:8]=2[CH3:21])=[N:16][C:15]=1[CH3:17])=[O:20])[CH2:26][CH3:27]. (2) The product is: [CH2:22]([NH:1][CH2:2][CH2:3][CH2:4][NH:5][C:6]1[C:15]2[C:10](=[CH:11][CH:12]=[CH:13][CH:14]=2)[C:9](=[O:16])[NH:8][N:7]=1)[C:23]1[CH:28]=[CH:27][CH:26]=[CH:25][CH:24]=1. Given the reactants [NH2:1][CH2:2][CH2:3][CH2:4][NH:5][C:6]1[C:15]2[C:10](=[CH:11][CH:12]=[CH:13][CH:14]=2)[C:9](=[O:16])[NH:8][N:7]=1.CN(C=O)C.[CH:22](=O)[C:23]1[CH:28]=[CH:27][CH:26]=[CH:25][CH:24]=1.[BH3-]C#N.[Na+], predict the reaction product. (3) Given the reactants [F:1][C:2]1[CH:7]=[CH:6][C:5]([CH:8]([OH:42])[CH2:9][N:10]2[C:15](=[O:16])[C:14]([CH2:17][C:18]3[CH:23]=[CH:22][C:21]([C:24]4[CH:29]=[CH:28][CH:27]=[CH:26][C:25]=4[C:30]4[NH:34][C:33](=[O:35])[O:32][N:31]=4)=[CH:20][CH:19]=3)=[C:13]([CH2:36][CH2:37][CH3:38])[N:12]3[N:39]=[CH:40][N:41]=[C:11]23)=[CH:4][CH:3]=1.CC(OI1(OC(C)=O)(OC(C)=O)OC(=O)C2C=CC=CC1=2)=O.C(=O)([O-])O.[Na+].S([O-])([O-])(=O)=S.[Na+].[Na+], predict the reaction product. The product is: [F:1][C:2]1[CH:3]=[CH:4][C:5]([C:8](=[O:42])[CH2:9][N:10]2[C:15](=[O:16])[C:14]([CH2:17][C:18]3[CH:19]=[CH:20][C:21]([C:24]4[CH:29]=[CH:28][CH:27]=[CH:26][C:25]=4[C:30]4[NH:34][C:33](=[O:35])[O:32][N:31]=4)=[CH:22][CH:23]=3)=[C:13]([CH2:36][CH2:37][CH3:38])[N:12]3[N:39]=[CH:40][N:41]=[C:11]23)=[CH:6][CH:7]=1. (4) Given the reactants [C:1]1([C:7]2([CH2:13][CH2:14][CH2:15][OH:16])[CH2:12][CH2:11][CH2:10][CH2:9][O:8]2)[CH:6]=[CH:5][CH:4]=[CH:3][CH:2]=1.CC(C)=[O:19].OS(O)(=O)=O.O=[Cr](=O)=O.C(Cl)Cl, predict the reaction product. The product is: [C:1]1([C:7]2([CH2:13][CH2:14][C:15]([OH:19])=[O:16])[CH2:12][CH2:11][CH2:10][CH2:9][O:8]2)[CH:2]=[CH:3][CH:4]=[CH:5][CH:6]=1.